This data is from Full USPTO retrosynthesis dataset with 1.9M reactions from patents (1976-2016). The task is: Predict the reactants needed to synthesize the given product. (1) Given the product [CH2:35]([O:1][C:2]1[C:10]([C:11]([NH2:13])=[O:12])=[C:9]2[C:5]([C:6]([CH3:15])=[C:7]([CH3:14])[NH:8]2)=[C:4]([C:16]2[CH:21]=[CH:20][CH:19]=[C:18]([N:22]3[C:31](=[O:32])[C:30]4[C:25](=[CH:26][CH:27]=[CH:28][CH:29]=4)[N:24]=[CH:23]3)[C:17]=2[CH3:33])[CH:3]=1)[CH3:36], predict the reactants needed to synthesize it. The reactants are: [OH:1][C:2]1[C:10]([C:11]([NH2:13])=[O:12])=[C:9]2[C:5]([C:6]([CH3:15])=[C:7]([CH3:14])[NH:8]2)=[C:4]([C:16]2[CH:21]=[CH:20][CH:19]=[C:18]([N:22]3[C:31](=[O:32])[C:30]4[C:25](=[CH:26][CH:27]=[CH:28][CH:29]=4)[N:24]=[CH:23]3)[C:17]=2[CH3:33])[CH:3]=1.I[CH2:35][CH3:36].C([O-])([O-])=O.[K+].[K+]. (2) The reactants are: [CH3:1][N:2]1[C:6]2[CH:7]=[CH:8][C:9]([N:11]3[CH:16]=[C:15]([C:17]([O:19][CH2:20][CH3:21])=[O:18])[C:14](=[O:22])[NH:13][C:12]3=[O:23])=[CH:10][C:5]=2[N:4]([CH3:24])[C:3]1=[O:25].[F:26][C:27]([F:40])([F:39])[C:28]1[CH:37]=[CH:36][CH:35]=[C:34]2[C:29]=1[CH2:30][CH2:31][CH2:32][CH:33]2O.C1(P(C2C=CC=CC=2)C2C=CC=CC=2)C=CC=CC=1.CC(OC(/N=N/C(OC(C)C)=O)=O)C.Cl. Given the product [CH3:1][N:2]1[C:6]2[CH:7]=[CH:8][C:9]([N:11]3[CH:16]=[C:15]([C:17]([O:19][CH2:20][CH3:21])=[O:18])[C:14](=[O:22])[N:13]([CH:33]4[C:34]5[C:29](=[C:28]([C:27]([F:26])([F:39])[F:40])[CH:37]=[CH:36][CH:35]=5)[CH2:30][CH2:31][CH2:32]4)[C:12]3=[O:23])=[CH:10][C:5]=2[N:4]([CH3:24])[C:3]1=[O:25], predict the reactants needed to synthesize it. (3) Given the product [CH3:4][N:5]([CH3:15])[C:6]1[CH:7]=[C:8]([CH:11]=[C:12]([CH3:14])[N:13]=1)[C:9]([NH:2][OH:3])=[NH:10], predict the reactants needed to synthesize it. The reactants are: Cl.[NH2:2][OH:3].[CH3:4][N:5]([CH3:15])[C:6]1[CH:7]=[C:8]([CH:11]=[C:12]([CH3:14])[N:13]=1)[C:9]#[N:10]. (4) Given the product [OH:13][CH2:14][C@H:15]1[CH2:19][CH2:18][CH2:17][N:16]1[C:2]1[NH:10][C:9]2[C:4](=[N:5][CH:6]=[CH:7][CH:8]=2)[C:3]=1[C:11]#[N:12], predict the reactants needed to synthesize it. The reactants are: Cl[C:2]1[NH:10][C:9]2[C:4](=[N:5][CH:6]=[CH:7][CH:8]=2)[C:3]=1[C:11]#[N:12].[OH:13][CH2:14][C@H:15]1[CH2:19][CH2:18][CH2:17][NH:16]1. (5) Given the product [NH2:22][C:11]1[CH:12]=[C:13]([NH:16][S:17]([CH2:20][CH3:21])(=[O:19])=[O:18])[CH:14]=[CH:15][C:10]=1[NH:9][CH2:8][CH:5]1[CH2:4][CH2:3][C:2]([F:1])([F:25])[CH2:7][CH2:6]1, predict the reactants needed to synthesize it. The reactants are: [F:1][C:2]1([F:25])[CH2:7][CH2:6][CH:5]([CH2:8][NH:9][C:10]2[CH:15]=[CH:14][C:13]([NH:16][S:17]([CH2:20][CH3:21])(=[O:19])=[O:18])=[CH:12][C:11]=2[N+:22]([O-])=O)[CH2:4][CH2:3]1. (6) Given the product [C:40]([NH:1][CH2:2][CH2:3][O:4][C@@H:5]([C:19]1[CH:24]=[CH:23][CH:22]=[C:21]([F:25])[C:20]=1[C:26]1[CH:31]=[CH:30][CH:29]=[C:28]([CH3:32])[CH:27]=1)[C@@H:6]1[O:11][CH2:10][CH2:9][N:8]([C:12]([O:14][C:15]([CH3:18])([CH3:17])[CH3:16])=[O:13])[CH2:7]1)(=[O:42])[CH3:41], predict the reactants needed to synthesize it. The reactants are: [NH2:1][CH2:2][CH2:3][O:4][C@@H:5]([C:19]1[CH:24]=[CH:23][CH:22]=[C:21]([F:25])[C:20]=1[C:26]1[CH:31]=[CH:30][CH:29]=[C:28]([CH3:32])[CH:27]=1)[C@@H:6]1[O:11][CH2:10][CH2:9][N:8]([C:12]([O:14][C:15]([CH3:18])([CH3:17])[CH3:16])=[O:13])[CH2:7]1.C(N(CC)CC)C.[C:40](Cl)(=[O:42])[CH3:41].